This data is from Reaction yield outcomes from USPTO patents with 853,638 reactions. The task is: Predict the reaction yield, written as a fraction of the theoretical maximum amount of product (1.0 means a 100% yield; for example, 0.34 means a 34% yield). (1) The reactants are [CH2:1]([O:8][C:9]1[N:14]=[CH:13][C:12]([OH:15])=[CH:11][CH:10]=1)[C:2]1[CH:7]=[CH:6][CH:5]=[CH:4][CH:3]=1.[H-].[Na+].[CH3:18][O:19][CH2:20]Cl. The catalyst is CN(C=O)C. The product is [CH2:1]([O:8][C:9]1[CH:10]=[CH:11][C:12]([O:15][CH2:18][O:19][CH3:20])=[CH:13][N:14]=1)[C:2]1[CH:3]=[CH:4][CH:5]=[CH:6][CH:7]=1. The yield is 0.870. (2) The reactants are [CH3:1][S:2](Cl)(=[O:4])=[O:3].[C:6]([N:10]1[C:14]([NH:15][C:16](=[O:29])[C:17]2[CH:22]=[CH:21][C:20]([N:23]3[CH2:28][CH2:27][NH:26][CH2:25][CH2:24]3)=[CH:19][CH:18]=2)=[CH:13][C:12]([CH2:30][CH2:31][C:32]2[CH:37]=[CH:36][CH:35]=[C:34]([O:38][CH3:39])[CH:33]=2)=[N:11]1)([CH3:9])([CH3:8])[CH3:7].C(N(CC)CC)C. The catalyst is C(Cl)Cl.C(=O)([O-])O.[Na+]. The product is [C:6]([N:10]1[C:14]([NH:15][C:16](=[O:29])[C:17]2[CH:18]=[CH:19][C:20]([N:23]3[CH2:28][CH2:27][N:26]([S:2]([CH3:1])(=[O:4])=[O:3])[CH2:25][CH2:24]3)=[CH:21][CH:22]=2)=[CH:13][C:12]([CH2:30][CH2:31][C:32]2[CH:37]=[CH:36][CH:35]=[C:34]([O:38][CH3:39])[CH:33]=2)=[N:11]1)([CH3:9])([CH3:8])[CH3:7]. The yield is 0.940.